From a dataset of Forward reaction prediction with 1.9M reactions from USPTO patents (1976-2016). Predict the product of the given reaction. Given the reactants Cl[C:2]1[C:3]([NH:16][CH2:17][CH:18]2[CH2:23][CH2:22][O:21][CH2:20][CH2:19]2)=[N:4][C:5]([C:8]2[C:13]([Cl:14])=[CH:12][N:11]=[C:10]([F:15])[CH:9]=2)=[CH:6][N:7]=1.[CH3:24]B(O)O.C(=O)([O-])[O-].[Na+].[Na+].C(Cl)Cl, predict the reaction product. The product is: [Cl:14][C:13]1[C:8]([C:5]2[N:4]=[C:3]([NH:16][CH2:17][CH:18]3[CH2:23][CH2:22][O:21][CH2:20][CH2:19]3)[C:2]([CH3:24])=[N:7][CH:6]=2)=[CH:9][C:10]([F:15])=[N:11][CH:12]=1.